Dataset: Catalyst prediction with 721,799 reactions and 888 catalyst types from USPTO. Task: Predict which catalyst facilitates the given reaction. Reactant: [CH2:1]([O:5][C:6]1([C:30]2[CH:35]=[CH:34][CH:33]=[CH:32][C:31]=2[CH3:36])[CH2:9][N:8]([C:10](=[O:29])[C@H:11]([NH:21]C(=O)OC(C)(C)C)[CH2:12][C:13]2[CH:18]=[CH:17][C:16]([O:19][CH3:20])=[CH:15][CH:14]=2)[CH2:7]1)[C:2]#[C:3][CH3:4].Cl. Product: [NH2:21][C@H:11]([CH2:12][C:13]1[CH:14]=[CH:15][C:16]([O:19][CH3:20])=[CH:17][CH:18]=1)[C:10]([N:8]1[CH2:7][C:6]([O:5][CH2:1][C:2]#[C:3][CH3:4])([C:30]2[CH:35]=[CH:34][CH:33]=[CH:32][C:31]=2[CH3:36])[CH2:9]1)=[O:29]. The catalyst class is: 13.